Task: Predict the reaction yield, written as a fraction of the theoretical maximum amount of product (1.0 means a 100% yield; for example, 0.34 means a 34% yield).. Dataset: Reaction yield outcomes from USPTO patents with 853,638 reactions (1) The reactants are [CH2:1]([N:8]1[C:16]2[C:15](=[O:17])[NH:14][C:13](=[O:18])[NH:12][C:11]=2[N:10]=[C:9]1[O:19][C:20]1[CH:25]=[CH:24][CH:23]=[C:22]([O:26][C:27]([F:30])([F:29])[F:28])[CH:21]=1)[C:2]1[CH:7]=[CH:6][CH:5]=[CH:4][CH:3]=1.I[CH2:32][CH3:33].C(=O)([O-])[O-].[K+].[K+]. The catalyst is CN(C=O)C. The product is [CH2:1]([N:8]1[C:16]2[C:15](=[O:17])[NH:14][C:13](=[O:18])[N:12]([CH2:32][CH3:33])[C:11]=2[N:10]=[C:9]1[O:19][C:20]1[CH:25]=[CH:24][CH:23]=[C:22]([O:26][C:27]([F:30])([F:28])[F:29])[CH:21]=1)[C:2]1[CH:7]=[CH:6][CH:5]=[CH:4][CH:3]=1. The yield is 0.652. (2) The reactants are C([O:5][C:6](=[O:41])[C:7]([CH2:38][CH:39]=[CH2:40])([CH:11]([C:16](=[O:37])[NH:17][CH:18]1[C:24](=[O:25])[N:23]([CH3:26])[C:22]2[CH:27]=[CH:28][CH:29]=[CH:30][C:21]=2[C:20]([C:31]2[CH:36]=[CH:35][CH:34]=[CH:33][CH:32]=2)=[N:19]1)[CH2:12][CH:13]([CH3:15])[CH3:14])[CH2:8][CH:9]=[CH2:10])(C)(C)C. The catalyst is C(O)(C(F)(F)F)=O.C(Cl)Cl. The product is [CH2:8]([C:7]([CH:11]([C:16](=[O:37])[NH:17][CH:18]1[C:24](=[O:25])[N:23]([CH3:26])[C:22]2[CH:27]=[CH:28][CH:29]=[CH:30][C:21]=2[C:20]([C:31]2[CH:36]=[CH:35][CH:34]=[CH:33][CH:32]=2)=[N:19]1)[CH2:12][CH:13]([CH3:15])[CH3:14])([CH2:38][CH:39]=[CH2:40])[C:6]([OH:41])=[O:5])[CH:9]=[CH2:10]. The yield is 0.920. (3) The reactants are [S:1]1[CH:5]=[CH:4][N:3]=[C:2]1[NH:6][S:7]([C:10]1[CH:15]=[CH:14][C:13]([CH:16]2[CH2:20][CH2:19][CH2:18][N:17]2C(=O)C(F)(F)F)=[CH:12][CH:11]=1)(=[O:9])=[O:8].[OH-].[Na+].Cl. The catalyst is O. The product is [NH:17]1[CH2:18][CH2:19][CH2:20][CH:16]1[C:13]1[CH:14]=[CH:15][C:10]([S:7]([NH:6][C:2]2[S:1][CH:5]=[CH:4][N:3]=2)(=[O:8])=[O:9])=[CH:11][CH:12]=1. The yield is 0.530. (4) The reactants are [H-].[Na+].[CH3:3][S:4][C:5]1[CH:10]=[CH:9][CH:8]=[CH:7][C:6]=1[C:11]1[NH:15][CH:14]=[C:13]([CH:16]=[O:17])[CH:12]=1.C1OCCOCCOCCOCCOC1.[N:33]1[CH:38]=[CH:37][CH:36]=[C:35]([S:39](Cl)(=[O:41])=[O:40])[CH:34]=1. The catalyst is O1CCCC1.O. The product is [CH3:3][S:4][C:5]1[CH:10]=[CH:9][CH:8]=[CH:7][C:6]=1[C:11]1[N:15]([S:39]([C:35]2[CH:34]=[N:33][CH:38]=[CH:37][CH:36]=2)(=[O:41])=[O:40])[CH:14]=[C:13]([CH:16]=[O:17])[CH:12]=1. The yield is 0.690. (5) The reactants are Cl[C:2]1[N:7]=[C:6]([C:8]2[N:12]3[CH:13]=[CH:14][CH:15]=[CH:16][C:11]3=[N:10][C:9]=2[C:17]2[CH:18]=[C:19]([CH:31]=[CH:32][CH:33]=2)[C:20]([NH:22][C:23]2[C:28]([F:29])=[CH:27][CH:26]=[CH:25][C:24]=2[F:30])=[O:21])[CH:5]=[CH:4][N:3]=1.[F:34][CH2:35][CH2:36][N:37]1[CH2:42][C@@H:41]2[CH2:43][C@H:38]1[CH2:39][N:40]2[CH:44]1[CH2:49][CH2:48][N:47]([C:50]2[CH:56]=[CH:55][C:53]([NH2:54])=[C:52]([O:57][CH3:58])[CH:51]=2)[CH2:46][CH2:45]1.Cl.C[O-].[Na+]. The yield is 0.270. The catalyst is C(O)C(F)(F)F.CO.C(Cl)Cl.C(OCC)C. The product is [F:30][C:24]1[CH:25]=[CH:26][CH:27]=[C:28]([F:29])[C:23]=1[NH:22][C:20](=[O:21])[C:19]1[CH:31]=[CH:32][CH:33]=[C:17]([C:9]2[N:10]=[C:11]3[CH:16]=[CH:15][CH:14]=[CH:13][N:12]3[C:8]=2[C:6]2[CH:5]=[CH:4][N:3]=[C:2]([NH:54][C:53]3[CH:55]=[CH:56][C:50]([N:47]4[CH2:48][CH2:49][CH:44]([N:40]5[CH2:39][C@@H:38]6[CH2:43][C@H:41]5[CH2:42][N:37]6[CH2:36][CH2:35][F:34])[CH2:45][CH2:46]4)=[CH:51][C:52]=3[O:57][CH3:58])[N:7]=2)[CH:18]=1. (6) The reactants are [C:1]([SiH2:5][O:6][C:7]([CH3:15])([CH3:14])[CH:8]1[NH:12][C:11](=[O:13])[CH2:10][CH2:9]1)([CH3:4])([CH3:3])[CH3:2].[CH3:16][C:17]([O:20][C:21](O[C:21]([O:20][C:17]([CH3:19])([CH3:18])[CH3:16])=[O:22])=[O:22])([CH3:19])[CH3:18]. The catalyst is CC#N.CN(C1C=CN=CC=1)C. The product is [C:17]([O:20][C:21]([N:12]1[C:11](=[O:13])[CH2:10][CH2:9][CH:8]1[C:7]([CH3:15])([CH3:14])[O:6][SiH2:5][C:1]([CH3:4])([CH3:2])[CH3:3])=[O:22])([CH3:19])([CH3:18])[CH3:16]. The yield is 0.890. (7) The catalyst is C(O)C. The yield is 0.876. The reactants are [CH3:1][NH:2][C:3]1[N:8]=[C:7]([C:9]2[NH:10][C:11]3[C:16]([CH:17]=2)=[CH:15][C:14]([C:18]([O:20]CC)=[O:19])=[CH:13][CH:12]=3)[CH:6]=[CH:5][N:4]=1.[OH-].[Na+:24]. The product is [Na+:24].[CH3:1][NH:2][C:3]1[N:8]=[C:7]([C:9]2[NH:10][C:11]3[C:16]([CH:17]=2)=[CH:15][C:14]([C:18]([O-:20])=[O:19])=[CH:13][CH:12]=3)[CH:6]=[CH:5][N:4]=1.